From a dataset of Catalyst prediction with 721,799 reactions and 888 catalyst types from USPTO. Predict which catalyst facilitates the given reaction. (1) Reactant: [C:1]([C:3]1[CH:11]=[CH:10][C:6]([C:7](Cl)=[O:8])=[CH:5][CH:4]=1)#[N:2].[OH:12][C:13]([C:23]1[CH:28]=[CH:27][C:26]([N+:29]([O-])=O)=[CH:25][CH:24]=1)([CH3:22])[CH2:14][NH:15][S:16]([CH:19]([CH3:21])[CH3:20])(=[O:18])=[O:17].C(N(CC)CC)C.O. Product: [C:1]([C:3]1[CH:11]=[CH:10][C:6]([C:7]([NH:29][C:26]2[CH:25]=[CH:24][C:23]([C:13]([OH:12])([CH3:22])[CH2:14][NH:15][S:16]([CH:19]([CH3:20])[CH3:21])(=[O:18])=[O:17])=[CH:28][CH:27]=2)=[O:8])=[CH:5][CH:4]=1)#[N:2]. The catalyst class is: 1. (2) Product: [CH3:12][O:13][C:14]1[CH:15]=[C:16]([CH3:35])[C:17]([S:21]([N:24]2[CH2:29][CH2:28][N:27]3[CH:30]=[CH:31][CH:32]=[C:26]3[CH:25]2[CH2:33][O:34][CH2:2][C:3]([OH:5])=[O:4])(=[O:22])=[O:23])=[C:18]([CH3:20])[CH:19]=1. Reactant: Br[CH2:2][C:3]([O:5]C(C)(C)C)=[O:4].[OH-].[K+].[CH3:12][O:13][C:14]1[CH:19]=[C:18]([CH3:20])[C:17]([S:21]([N:24]2[CH2:29][CH2:28][N:27]3[CH:30]=[CH:31][CH:32]=[C:26]3[CH:25]2[CH2:33][OH:34])(=[O:23])=[O:22])=[C:16]([CH3:35])[CH:15]=1.[H-].[Na+].C(OC(=O)CBr)C. The catalyst class is: 247.